This data is from Reaction yield outcomes from USPTO patents with 853,638 reactions. The task is: Predict the reaction yield, written as a fraction of the theoretical maximum amount of product (1.0 means a 100% yield; for example, 0.34 means a 34% yield). (1) The reactants are [CH3:1][C:2]1([CH3:12])[N:10]2[CH:5]([CH2:6][CH:7]=[CH:8][C:9]2=[O:11])[CH2:4][CH2:3]1.[N:13]([Si](C)(C)C)=[N+:14]=[N-:15].CC(O)=O.C1CCN2C(=NCCC2)CC1. The catalyst is C1(C)C=CC=CC=1. The product is [N:13]([C:7]1[CH:6]=[C:5]2[N:10]([C:2]([CH3:12])([CH3:1])[CH2:3][CH2:4]2)[C:9](=[O:11])[CH:8]=1)=[N+:14]=[N-:15]. The yield is 0.850. (2) The reactants are C(N(CC)CC)C.CS([Cl:12])(=O)=O.[CH2:13]([C:17]1[CH:18]=[C:19]([CH2:23]O)[CH:20]=[CH:21][CH:22]=1)[CH2:14][CH:15]=[CH2:16].C([O-])(O)=O.[Na+]. The yield is 0.930. The product is [CH2:13]([C:17]1[CH:22]=[CH:21][CH:20]=[C:19]([CH2:23][Cl:12])[CH:18]=1)[CH2:14][CH:15]=[CH2:16]. The catalyst is C(Cl)Cl. (3) The reactants are C1(P(C2CCCCC2)C2C=CC=CC=2C2C=CC=CC=2)CCCCC1.Br[C:27]1[C:36]2[C:31](=[CH:32][CH:33]=[CH:34][CH:35]=2)[CH:30]=[CH:29][C:28]=1[F:37].[C:38]([N:45]1[CH2:50][CH2:49][NH:48][CH2:47][CH2:46]1)([O:40][C:41]([CH3:44])([CH3:43])[CH3:42])=[O:39].CC([O-])(C)C.[Na+]. The catalyst is CC([O-])=O.CC([O-])=O.[Pd+2]. The product is [C:41]([O:40][C:38]([N:45]1[CH2:50][CH2:49][N:48]([C:27]2[C:36]3[C:31](=[CH:32][CH:33]=[CH:34][CH:35]=3)[CH:30]=[CH:29][C:28]=2[F:37])[CH2:47][CH2:46]1)=[O:39])([CH3:44])([CH3:42])[CH3:43]. The yield is 0.400. (4) The reactants are [NH2:1][CH2:2][C:3]1[C:4]2[N:5]([C:9]([C:12]3[CH:13]=[C:14]([NH:22][C:23]([NH:25][CH2:26][C:27]([F:30])([F:29])[F:28])=[O:24])[CH:15]=[C:16]([O:18][CH:19]([CH3:21])[CH3:20])[CH:17]=3)=[CH:10][N:11]=2)[CH:6]=[CH:7][CH:8]=1.CCN(C(C)C)C(C)C.CN(C(ON1N=NC2C=CC=NC1=2)=[N+](C)C)C.F[P-](F)(F)(F)(F)F.[C:64](O)(=[O:67])[C:65]#[CH:66]. The catalyst is C(Cl)Cl. The yield is 0.650. The product is [CH:19]([O:18][C:16]1[CH:17]=[C:12]([C:9]2[N:5]3[CH:6]=[CH:7][CH:8]=[C:3]([CH2:2][NH:1][C:64](=[O:67])[C:65]#[CH:66])[C:4]3=[N:11][CH:10]=2)[CH:13]=[C:14]([NH:22][C:23]([NH:25][CH2:26][C:27]([F:29])([F:30])[F:28])=[O:24])[CH:15]=1)([CH3:21])[CH3:20]. (5) The catalyst is [C].[Pd].O1CCCC1. The product is [NH2:1][C:4]1[CH:5]=[C:6]([O:18][C:19]([F:22])([F:20])[F:21])[CH:7]=[C:8]2[C:12]=1[NH:11][C:10]([C:13]([O:15][CH2:16][CH3:17])=[O:14])=[CH:9]2. The reactants are [N+:1]([C:4]1[CH:5]=[C:6]([O:18][C:19]([F:22])([F:21])[F:20])[CH:7]=[C:8]2[C:12]=1[NH:11][C:10]([C:13]([O:15][CH2:16][CH3:17])=[O:14])=[CH:9]2)([O-])=O. The yield is 0.950. (6) The reactants are C[CH:2]([OH:14])[CH2:3][O:4][CH2:5][CH2:6][O:7][CH2:8][CH2:9][O:10][CH2:11][CH2:12][OH:13].[C:15]([O:19][C:20]([CH3:23])([CH3:22])[CH3:21])(=[O:18])[CH:16]=[CH2:17].[CH2:24]1COCC1. The catalyst is [Na]. The product is [C:20]([O:19][C:15](=[O:18])[CH2:16][CH2:17][O:14][CH2:2][CH2:3][O:4][CH2:5][CH2:6][O:7][CH2:8][CH2:9][O:10][CH2:11][CH2:12][O:13][CH3:24])([CH3:23])([CH3:22])[CH3:21]. The yield is 0.790. (7) The reactants are [ClH:1].[CH2:2]([C:6]1[N:7]=[C:8]([NH2:11])[NH:9][CH:10]=1)[CH2:3][C:4]#[CH:5].[N:12]([CH2:15][C:16]([CH3:24])=[CH:17][C:18]1[CH:23]=[CH:22][CH:21]=[CH:20][CH:19]=1)=[N+:13]=[N-:14]. No catalyst specified. The product is [ClH:1].[CH3:24][C:16](=[CH:17][C:18]1[CH:23]=[CH:22][CH:21]=[CH:20][CH:19]=1)[CH2:15][N:12]1[CH:5]=[C:4]([CH2:3][CH2:2][C:6]2[N:7]=[C:8]([NH2:11])[NH:9][CH:10]=2)[N:14]=[N:13]1. The yield is 0.430. (8) The reactants are Cl.Cl.C(O[C:6]([C:8]1[CH:9]=[C:10]2[C:14](=[CH:15][CH:16]=1)[NH:13][N:12]=[C:11]2[C:17]1[CH:26]=[CH:25][C:24]2[C:19](=[CH:20][CH:21]=[C:22]([C:27](=[O:36])[NH:28][CH2:29][CH2:30][N:31]3[CH2:35][CH2:34][CH2:33][CH2:32]3)[CH:23]=2)[CH:18]=1)=[NH:7])C.[CH3:37][C:38]([CH3:45])([CH3:44])[CH2:39][C:40]([NH:42][NH2:43])=O.C(N(CC)CC)C. The catalyst is CO. The product is [N:31]1([CH2:30][CH2:29][NH:28][C:27]([C:22]2[CH:21]=[CH:20][C:19]3[C:24](=[CH:25][CH:26]=[C:17]([C:11]4[C:10]5[C:14](=[CH:15][CH:16]=[C:8]([C:6]6[NH:43][N:42]=[C:40]([CH2:39][C:38]([CH3:45])([CH3:44])[CH3:37])[N:7]=6)[CH:9]=5)[NH:13][N:12]=4)[CH:18]=3)[CH:23]=2)=[O:36])[CH2:32][CH2:33][CH2:34][CH2:35]1. The yield is 0.260.